This data is from Forward reaction prediction with 1.9M reactions from USPTO patents (1976-2016). The task is: Predict the product of the given reaction. (1) Given the reactants [Cl:1][C:2]1[CH:3]=[C:4]([C@H:9]([O:23][CH2:24][C:25]#[N:26])[C@@H:10]2[CH2:15][CH2:14][CH2:13][N:12]([C:16]([O:18][C:19]([CH3:22])([CH3:21])[CH3:20])=[O:17])[CH2:11]2)[CH:5]=[C:6]([F:8])[CH:7]=1.N#N.B.S(C)C, predict the reaction product. The product is: [NH2:26][CH2:25][CH2:24][O:23][C@@H:9]([C:4]1[CH:5]=[C:6]([F:8])[CH:7]=[C:2]([Cl:1])[CH:3]=1)[C@@H:10]1[CH2:15][CH2:14][CH2:13][N:12]([C:16]([O:18][C:19]([CH3:22])([CH3:21])[CH3:20])=[O:17])[CH2:11]1. (2) Given the reactants [F:1][C:2]1[CH:3]=[C:4]2[CH:11]=[CH:10][NH:9][C:5]2=[N+:6]([O-])[CH:7]=1.P(Cl)(Cl)([Cl:14])=O, predict the reaction product. The product is: [N:6]1[CH:7]=[CH:2][CH:3]=[CH:4][CH:5]=1.[Cl:14][C:3]1[C:2]([F:1])=[CH:7][N:6]=[C:5]2[NH:9][CH:10]=[CH:11][C:4]=12.